From a dataset of Retrosynthesis with 50K atom-mapped reactions and 10 reaction types from USPTO. Predict the reactants needed to synthesize the given product. (1) Given the product Cn1cc(-c2ccc(C(=O)NCC(=O)N3CCN(C(=O)c4ccccc4C(F)(F)F)CC3)cc2)cn1, predict the reactants needed to synthesize it. The reactants are: Cn1cc(-c2ccc(C(=O)O)cc2)cn1.NCC(=O)N1CCN(C(=O)c2ccccc2C(F)(F)F)CC1. (2) Given the product CN(C)C(=O)c1cc2cnc(Nc3ccc(N4CC5CCC(CC4=O)N5C(=O)OC(C)(C)C)cn3)nc2n1C1CCC1, predict the reactants needed to synthesize it. The reactants are: CC(C)(C)OC(=O)N1C2CCC1CN(c1ccc(N)nc1)C(=O)C2.CN(C)C(=O)c1cc2cnc(Cl)nc2n1C1CCC1. (3) Given the product N#Cc1ccc2c(c1)C[C@H](NS(=O)(=O)c1ccccc1)CN2, predict the reactants needed to synthesize it. The reactants are: N#Cc1ccc2c(c1)C[C@H](N)CN2.O=S(=O)(Cl)c1ccccc1. (4) The reactants are: OB(O)c1ccccc1.Oc1ccc(Br)c(OC(F)(F)F)c1. Given the product FC(F)(F)Oc1cc(Oc2ccccc2)ccc1Br, predict the reactants needed to synthesize it.